This data is from Full USPTO retrosynthesis dataset with 1.9M reactions from patents (1976-2016). The task is: Predict the reactants needed to synthesize the given product. Given the product [O:12]1[CH:13]=[CH:14][CH:15]=[C:11]1[C:9]1[N:10]=[C:5]2[C:4]([NH2:16])=[N:3][C:2]([C:22]3[CH:23]=[CH:24][C:19]([C:18]([F:29])([F:28])[F:17])=[CH:20][CH:21]=3)=[CH:7][N:6]2[N:8]=1, predict the reactants needed to synthesize it. The reactants are: Br[C:2]1[N:3]=[C:4]([NH2:16])[C:5]2[N:6]([N:8]=[C:9]([C:11]3[O:12][CH:13]=[CH:14][CH:15]=3)[N:10]=2)[CH:7]=1.[F:17][C:18]([F:29])([F:28])[C:19]1[CH:24]=[CH:23][C:22](B(O)O)=[CH:21][CH:20]=1.C([O-])([O-])=O.[Na+].[Na+].